This data is from Forward reaction prediction with 1.9M reactions from USPTO patents (1976-2016). The task is: Predict the product of the given reaction. (1) Given the reactants FC(F)(F)S(O[C:7]1[C:8]([CH3:36])([CH3:35])[C@H:9]2[C@:22]([CH3:25])([CH2:23][CH:24]=1)[C@@H:21]1[C@:12]([CH3:34])([C@@:13]3([CH3:33])[C@H:18]([CH2:19][CH2:20]1)[C@H:17]1[C@H:26]([C:29]([CH3:31])=[CH2:30])[CH2:27][CH2:28][C@:16]1([NH2:32])[CH2:15][CH2:14]3)[CH2:11][CH2:10]2)(=O)=O.P(=O)(O)(O)O.[K].CC1(C)C(C)(C)OB([C:53]2[CH2:58][CH2:57][CH:56]([C:59]([O:61][CH2:62][CH3:63])=[O:60])[CH2:55][CH:54]=2)O1.C1(P(C2CCCCC2)C2C=CC=CC=2C2C(OC)=CC=CC=2OC)CCCCC1, predict the reaction product. The product is: [NH2:32][C@:16]12[CH2:28][CH2:27][C@@H:26]([C:29]([CH3:31])=[CH2:30])[C@@H:17]1[C@@H:18]1[C@@:13]([CH3:33])([CH2:14][CH2:15]2)[C@@:12]2([CH3:34])[C@@H:21]([C@:22]3([CH3:25])[C@@H:9]([CH2:10][CH2:11]2)[C:8]([CH3:35])([CH3:36])[C:7]([C:53]2[CH2:58][CH2:57][CH:56]([C:59]([O:61][CH2:62][CH3:63])=[O:60])[CH2:55][CH:54]=2)=[CH:24][CH2:23]3)[CH2:20][CH2:19]1. (2) The product is: [Cl:1][C:2]1[N:3]=[CH:4][C:5]2[N:11]([CH2:34][C:33]([F:44])([F:43])[F:32])[C:10](=[O:12])[C:9]([F:14])([F:13])[CH2:8][N:7]([CH:15]3[CH2:19][CH2:18][CH2:17][CH2:16]3)[C:6]=2[N:20]=1. Given the reactants [Cl:1][C:2]1[N:3]=[CH:4][C:5]2[NH:11][C:10](=[O:12])[C:9]([F:14])([F:13])[CH2:8][N:7]([CH:15]3[CH2:19][CH2:18][CH2:17][CH2:16]3)[C:6]=2[N:20]=1.C(=O)([O-])[O-].[K+].[K+].O1CCCC1.[F:32][C:33]([F:44])([F:43])[CH2:34]OS(C(F)(F)F)(=O)=O, predict the reaction product. (3) Given the reactants Br[CH2:2][C:3]1[S:4][CH:5]=[CH:6][C:7]=1[C:8]#[N:9].[C-:10]#[N:11].[Na+].O, predict the reaction product. The product is: [C:10]([CH2:2][C:3]1[S:4][CH:5]=[CH:6][C:7]=1[C:8]#[N:9])#[N:11].